From a dataset of Catalyst prediction with 721,799 reactions and 888 catalyst types from USPTO. Predict which catalyst facilitates the given reaction. (1) Reactant: [C:1]([NH:4][C:5]1[CH:6]=[CH:7][C:8]([C:14]([CH3:21])=[CH:15][C:16]([O:18][CH2:19][CH3:20])=[O:17])=[C:9]2[C:13]=1[CH2:12][CH2:11][CH2:10]2)(=[O:3])[CH3:2]. Product: [C:1]([NH:4][C:5]1[CH:6]=[CH:7][C:8]([CH:14]([CH3:21])[CH2:15][C:16]([O:18][CH2:19][CH3:20])=[O:17])=[C:9]2[C:13]=1[CH2:12][CH2:11][CH2:10]2)(=[O:3])[CH3:2]. The catalyst class is: 29. (2) Reactant: [CH3:1][C:2]1[N:3]=[C:4]2[CH:9]=[CH:8][C:7]([C:10]3[CH:15]=[CH:14][CH:13]=[CH:12][C:11]=3[C:16]([F:19])([F:18])[F:17])=[N:6][N:5]2[C:20]=1[NH2:21].[N:22]1[CH:27]=[CH:26][CH:25]=[CH:24][C:23]=1[C:28](O)=[O:29].CCN(C(C)C)C(C)C.CN(C(ON1N=NC2C=CC=NC1=2)=[N+](C)C)C.F[P-](F)(F)(F)(F)F. Product: [CH3:1][C:2]1[N:3]=[C:4]2[CH:9]=[CH:8][C:7]([C:10]3[CH:15]=[CH:14][CH:13]=[CH:12][C:11]=3[C:16]([F:19])([F:18])[F:17])=[N:6][N:5]2[C:20]=1[NH:21][C:28](=[O:29])[C:23]1[CH:24]=[CH:25][CH:26]=[CH:27][N:22]=1. The catalyst class is: 18. (3) Reactant: [OH:1][C:2]1[CH:10]=[CH:9][C:5]([C:6]([OH:8])=O)=[CH:4][CH:3]=1.[NH:11]([CH2:14][CH3:15])[CH2:12][CH3:13].F[P-](F)(F)(F)(F)F.N1(O[P+](N2CCCC2)(N2CCCC2)N2CCCC2)C2C=CC=CC=2N=N1.ON1C2C=CC=CC=2N=N1.C(N(CC)C(C)C)(C)C. Product: [CH2:12]([N:11]([CH2:14][CH3:15])[C:6](=[O:8])[C:5]1[CH:4]=[CH:3][C:2]([OH:1])=[CH:10][CH:9]=1)[CH3:13]. The catalyst class is: 3. (4) Reactant: [C:1](=[O:8])([O-])[O:2][C:3]([CH3:6])([CH3:5])[CH3:4].[C:9](=[O:16])([O-])[O:10][C:11]([CH3:14])([CH3:13])[CH3:12].C(N(CC)CC)C.[C:24]([C:26]1[CH:31]=[CH:30][C:29]([C@H:32]2[CH2:37][NH:36][CH2:35][CH2:34][NH:33]2)=[CH:28][CH:27]=1)#[N:25]. Product: [C:24]([C:26]1[CH:27]=[CH:28][C:29]([C@H:32]2[CH2:37][N:36]([C:9]([O:10][C:11]([CH3:14])([CH3:13])[CH3:12])=[O:16])[CH2:35][CH2:34][N:33]2[C:1]([O:2][C:3]([CH3:6])([CH3:5])[CH3:4])=[O:8])=[CH:30][CH:31]=1)#[N:25]. The catalyst class is: 7. (5) Reactant: [F:1][C:2]1([F:33])[O:6][C:5]2[CH:7]=[CH:8][C:9]([C:11]3([C:14]([NH:16][C:17]4[N:22]=[C:21]([C:23]5[C:24]([CH3:31])=[N:25][C:26]([O:29]C)=[CH:27][CH:28]=5)[CH:20]=[C:19]([CH3:32])[CH:18]=4)=[O:15])[CH2:13][CH2:12]3)=[CH:10][C:4]=2[O:3]1.Cl. The catalyst class is: 12. Product: [F:33][C:2]1([F:1])[O:6][C:5]2[CH:7]=[CH:8][C:9]([C:11]3([C:14]([NH:16][C:17]4[CH:18]=[C:19]([CH3:32])[CH:20]=[C:21]([C:23]5[CH:28]=[CH:27][C:26](=[O:29])[NH:25][C:24]=5[CH3:31])[N:22]=4)=[O:15])[CH2:13][CH2:12]3)=[CH:10][C:4]=2[O:3]1. (6) Reactant: [Br:1][C:2]1[C:3]([CH3:14])=[C:4]2[C:11](C#N)=[CH:10][NH:9][C:5]2=[N:6][C:7]=1[CH3:8].[OH-].[Na+]. Product: [Br:1][C:2]1[C:3]([CH3:14])=[C:4]2[CH:11]=[CH:10][NH:9][C:5]2=[N:6][C:7]=1[CH3:8]. The catalyst class is: 33. (7) Reactant: C([Si]([O:8][CH2:9][C:10]1[CH:15]=[C:14]([O:16][CH2:17][CH3:18])[C:13]([F:19])=[C:12]([O:20][CH2:21][CH3:22])[CH:11]=1)(C)C)(C)(C)C. Product: [CH2:21]([O:20][C:12]1[CH:11]=[C:10]([CH2:9][OH:8])[CH:15]=[C:14]([O:16][CH2:17][CH3:18])[C:13]=1[F:19])[CH3:22]. The catalyst class is: 5. (8) Reactant: [CH2:1]([C:3]1[N:7]([C:8]2[N:16]=[C:15]3[C:11]([N:12]=[C:13]([CH:18]=O)[N:14]3[CH3:17])=[C:10]([N:20]3[CH2:25][CH2:24][O:23][CH2:22][CH2:21]3)[N:9]=2)[C:6]2[CH:26]=[CH:27][CH:28]=[CH:29][C:5]=2[N:4]=1)[CH3:2].[NH:30]1[CH2:33][CH:32]([N:34]2[CH2:39][CH2:38][C:37]([CH3:41])([OH:40])[CH2:36][CH2:35]2)[CH2:31]1.C(O[BH-](OC(=O)C)OC(=O)C)(=O)C.[Na+]. The catalyst class is: 26. Product: [CH2:1]([C:3]1[N:7]([C:8]2[N:16]=[C:15]3[C:11]([N:12]=[C:13]([CH2:18][N:30]4[CH2:33][CH:32]([N:34]5[CH2:39][CH2:38][C:37]([CH3:41])([OH:40])[CH2:36][CH2:35]5)[CH2:31]4)[N:14]3[CH3:17])=[C:10]([N:20]3[CH2:25][CH2:24][O:23][CH2:22][CH2:21]3)[N:9]=2)[C:6]2[CH:26]=[CH:27][CH:28]=[CH:29][C:5]=2[N:4]=1)[CH3:2]. (9) Reactant: [NH2:1][C:2]1[C:7]([C:8]2[CH:20]=[CH:19][C:11]([C:12]([O:14][C:15]([CH3:18])([CH3:17])[CH3:16])=[O:13])=[C:10]([F:21])[CH:9]=2)=[CH:6][CH:5]=[CH:4][N:3]=1.C1C(=O)N([Br:29])C(=O)C1.C([O-])(O)=O.[Na+].[O-]S([O-])(=S)=O.[Na+].[Na+]. Product: [NH2:1][C:2]1[C:7]([C:8]2[CH:20]=[CH:19][C:11]([C:12]([O:14][C:15]([CH3:17])([CH3:18])[CH3:16])=[O:13])=[C:10]([F:21])[CH:9]=2)=[CH:6][C:5]([Br:29])=[CH:4][N:3]=1. The catalyst class is: 115. (10) The catalyst class is: 70. Reactant: Br[C:2]1[CH:3]=[C:4]([N:22]([CH2:29][CH3:30])[CH:23]2[CH2:28][CH2:27][O:26][CH2:25][CH2:24]2)[C:5]([CH3:21])=[C:6]([CH:20]=1)[C:7]([NH:9][CH2:10][C:11]1[C:12](=[O:19])[NH:13][C:14]([CH3:18])=[CH:15][C:16]=1[CH3:17])=[O:8].[CH:31]([C:33]1[CH:34]=[C:35](B(O)O)[CH:36]=[CH:37][CH:38]=1)=[O:32].C([O-])([O-])=O.[Na+].[Na+]. Product: [CH3:17][C:16]1[CH:15]=[C:14]([CH3:18])[NH:13][C:12](=[O:19])[C:11]=1[CH2:10][NH:9][C:7]([C:6]1[CH:20]=[C:2]([C:37]2[CH:36]=[CH:35][CH:34]=[C:33]([CH:31]=[O:32])[CH:38]=2)[CH:3]=[C:4]([N:22]([CH2:29][CH3:30])[CH:23]2[CH2:28][CH2:27][O:26][CH2:25][CH2:24]2)[C:5]=1[CH3:21])=[O:8].